This data is from Forward reaction prediction with 1.9M reactions from USPTO patents (1976-2016). The task is: Predict the product of the given reaction. (1) Given the reactants [NH2:1][C:2]1[C:3]([N:9]2[CH:13]=[CH:12][N:11]=[C:10]2[CH:14]2[CH2:19][CH2:18][CH2:17][CH2:16][CH2:15]2)=[N:4][CH:5]=[C:6]([Cl:8])[CH:7]=1.[C:20](N1C=CN=C1)(N1C=CN=C1)=[O:21], predict the reaction product. The product is: [Cl:8][C:6]1[CH:5]=[N:4][C:3]2[N:9]3[C:10]([CH:14]4[CH2:19][CH2:18][CH2:17][CH2:16][CH2:15]4)=[N:11][CH:12]=[C:13]3[C:20](=[O:21])[NH:1][C:2]=2[CH:7]=1. (2) Given the reactants [CH:1]([C:4]1[CH:9]=[CH:8][C:7]([N+:10]([O-])=O)=[CH:6][N:5]=1)([CH3:3])[CH3:2], predict the reaction product. The product is: [CH:1]([C:4]1[CH:9]=[CH:8][C:7]([NH2:10])=[CH:6][N:5]=1)([CH3:3])[CH3:2].